From a dataset of Forward reaction prediction with 1.9M reactions from USPTO patents (1976-2016). Predict the product of the given reaction. (1) Given the reactants Cl[C:2]1[N:7]=[N:6][C:5]([CH2:8][N:9]2[CH:14]=[C:13]3[N:15]=[C:16]([C:18]4[CH:23]=[CH:22][CH:21]=[C:20]([F:24])[C:19]=4[F:25])[N:17]=[C:12]3[CH:11]=[N:10]2)=[CH:4][CH:3]=1.[NH:26]1[CH2:31][CH2:30][O:29][CH2:28][CH2:27]1, predict the reaction product. The product is: [F:25][C:19]1[C:20]([F:24])=[CH:21][CH:22]=[CH:23][C:18]=1[C:16]1[N:17]=[C:12]2[CH:11]=[N:10][N:9]([CH2:8][C:5]3[N:6]=[N:7][C:2]([N:26]4[CH2:31][CH2:30][O:29][CH2:28][CH2:27]4)=[CH:3][CH:4]=3)[CH:14]=[C:13]2[N:15]=1. (2) Given the reactants [Cl:1][C:2]1[CH:29]=[C:28]([Cl:30])[CH:27]=[CH:26][C:3]=1[C:4]([NH:6][C@H:7]([C:9]1([C:20]2[CH:25]=[CH:24][CH:23]=[CH:22][N:21]=2)[CH2:12][N:11](C(OC(C)(C)C)=O)[CH2:10]1)[CH3:8])=[O:5].Cl, predict the reaction product. The product is: [ClH:1].[Cl:1][C:2]1[CH:29]=[C:28]([Cl:30])[CH:27]=[CH:26][C:3]=1[C:4]([NH:6][C@H:7]([C:9]1([C:20]2[CH:25]=[CH:24][CH:23]=[CH:22][N:21]=2)[CH2:12][NH:11][CH2:10]1)[CH3:8])=[O:5]. (3) Given the reactants [CH2:1]([C:3]1[N:4]([CH2:9][CH2:10][NH2:11])[CH:5]=[C:6]([I:8])[N:7]=1)[CH3:2].[F:12][C:13]1[CH:14]=[C:15]([CH2:21][CH2:22][CH:23]=O)[CH:16]=[CH:17][C:18]=1[O:19][CH3:20], predict the reaction product. The product is: [CH2:1]([C:3]1[N:4]2[CH2:9][CH2:10][NH:11][CH:23]([CH2:22][CH2:21][C:15]3[CH:16]=[CH:17][C:18]([O:19][CH3:20])=[C:13]([F:12])[CH:14]=3)[C:5]2=[C:6]([I:8])[N:7]=1)[CH3:2]. (4) Given the reactants C(OC(=O)[NH:7][C@H:8]([C:10]1[CH:15]=[CH:14][CH:13]=[C:12]([O:16][C:17]2[CH:22]=[CH:21][CH:20]=[CH:19][N:18]=2)[CH:11]=1)[CH3:9])(C)(C)C.Cl, predict the reaction product. The product is: [N:18]1[CH:19]=[CH:20][CH:21]=[CH:22][C:17]=1[O:16][C:12]1[CH:11]=[C:10]([C@@H:8]([NH2:7])[CH3:9])[CH:15]=[CH:14][CH:13]=1. (5) Given the reactants [Br:1][C:2]1[C:3]([F:10])=[C:4]([CH:6]=[C:7]([Cl:9])[CH:8]=1)[NH2:5].[CH2:11]([S:14](Cl)(=[O:16])=[O:15])[CH2:12][CH3:13], predict the reaction product. The product is: [Br:1][C:2]1[C:3]([F:10])=[C:4]([NH:5][S:14]([CH2:11][CH2:12][CH3:13])(=[O:16])=[O:15])[CH:6]=[C:7]([Cl:9])[CH:8]=1. (6) Given the reactants [CH3:1][O:2][C:3]1[CH:8]=[CH:7][C:6]([N:9]2[C:13]3[C:14](=[O:26])[N:15]([C:18]4[CH:25]=[CH:24][C:21]([C:22]#[N:23])=[CH:20][CH:19]=4)[CH2:16][CH2:17][C:12]=3[C:11]([CH3:27])=[N:10]2)=[CH:5][CH:4]=1.[CH3:28][NH:29][CH3:30], predict the reaction product. The product is: [CH3:1][O:2][C:3]1[CH:4]=[CH:5][C:6]([N:9]2[C:13]3[C:14](=[O:26])[N:15]([C:18]4[CH:19]=[CH:20][C:21]([C:22]([N:29]([CH3:30])[CH3:28])=[NH:23])=[CH:24][CH:25]=4)[CH2:16][CH2:17][C:12]=3[C:11]([CH3:27])=[N:10]2)=[CH:7][CH:8]=1.